This data is from Reaction yield outcomes from USPTO patents with 853,638 reactions. The task is: Predict the reaction yield, written as a fraction of the theoretical maximum amount of product (1.0 means a 100% yield; for example, 0.34 means a 34% yield). (1) The reactants are [OH:1][C:2]1[CH:12]=[CH:11][C:5]([C:6]([O:8][CH2:9][CH3:10])=[O:7])=[CH:4][C:3]=1[N+:13]([O-:15])=[O:14].[C:16]([NH:23][CH2:24][CH2:25][CH2:26]Br)([O:18][C:19]([CH3:22])([CH3:21])[CH3:20])=[O:17].C(=O)([O-])[O-].[K+].[K+].CN(C=O)C. The catalyst is C(OCC)(=O)C. The product is [CH2:9]([O:8][C:6](=[O:7])[C:5]1[CH:11]=[CH:12][C:2]([O:1][CH2:26][CH2:25][CH2:24][NH:23][C:16]([O:18][C:19]([CH3:20])([CH3:22])[CH3:21])=[O:17])=[C:3]([N+:13]([O-:15])=[O:14])[CH:4]=1)[CH3:10]. The yield is 0.900. (2) The reactants are [CH3:1][C:2]1[C:19]([CH2:20][C:21]2[C:30]3[C:25](=[CH:26][CH:27]=[CH:28][CH:29]=3)[CH:24]=[CH:23][CH:22]=2)=[C:5]2[N:6]=[C:7]([N:13]3[CH2:18][CH2:17][O:16][CH2:15][CH2:14]3)[CH:8]=[C:9]([C:10]([NH2:12])=O)[N:4]2[N:3]=1.COC(OC)[N:34]([CH3:36])C.O.[NH2:40]N. The catalyst is C(O)(=O)C. The product is [CH3:1][C:2]1[C:19]([CH2:20][C:21]2[C:26]3[C:25](=[CH:30][CH:29]=[CH:28][CH:27]=3)[CH:24]=[CH:23][CH:22]=2)=[C:5]2[N:6]=[C:7]([N:13]3[CH2:18][CH2:17][O:16][CH2:15][CH2:14]3)[CH:8]=[C:9]([C:10]3[N:34]=[CH:36][NH:40][N:12]=3)[N:4]2[N:3]=1. The yield is 0.330. (3) The reactants are [Cl:1][C:2]1[CH:17]=[CH:16][C:5]([CH2:6][CH2:7][O:8][C:9]2[N:10]=[N:11][C:12](I)=[CH:13][CH:14]=2)=[CH:4][CH:3]=1.[C:18]([C:21]1[CH:22]=[C:23](B(O)O)[CH:24]=[CH:25][CH:26]=1)([OH:20])=[O:19].C(=O)([O-])[O-].[Na+].[Na+]. The catalyst is C1(C)C=CC=CC=1.C(O)C.O.C1C=CC([P]([Pd]([P](C2C=CC=CC=2)(C2C=CC=CC=2)C2C=CC=CC=2)([P](C2C=CC=CC=2)(C2C=CC=CC=2)C2C=CC=CC=2)[P](C2C=CC=CC=2)(C2C=CC=CC=2)C2C=CC=CC=2)(C2C=CC=CC=2)C2C=CC=CC=2)=CC=1. The product is [Cl:1][C:2]1[CH:17]=[CH:16][C:5]([CH2:6][CH2:7][O:8][C:9]2[N:10]=[N:11][C:12]([C:25]3[CH:26]=[C:21]([CH:22]=[CH:23][CH:24]=3)[C:18]([OH:20])=[O:19])=[CH:13][CH:14]=2)=[CH:4][CH:3]=1. The yield is 0.790. (4) The reactants are [NH:1]([CH:3]([CH2:6][CH:7]1[CH2:12][CH2:11][O:10][CH2:9][CH2:8]1)[CH2:4][OH:5])N. The catalyst is CO.[Ni]. The product is [NH2:1][CH:3]([CH2:6][CH:7]1[CH2:8][CH2:9][O:10][CH2:11][CH2:12]1)[CH2:4][OH:5]. The yield is 0.910. (5) The yield is 0.480. The catalyst is CN(C=O)C.O. The reactants are [CH:1]([N:4]1[C:8]([C:9]2[N:18]=[C:17]3[N:11]([CH2:12][CH2:13][O:14][C:15]4[CH:22]=[C:21]([OH:23])[CH:20]=[CH:19][C:16]=43)[CH:10]=2)=[N:7][CH:6]=[N:5]1)([CH3:3])[CH3:2].[C:24]([C@H:27](OS(C)(=O)=O)[CH3:28])(=[O:26])[NH2:25].C(=O)([O-])[O-].[K+].[K+]. The product is [CH:1]([N:4]1[C:8]([C:9]2[N:18]=[C:17]3[C:16]4[CH:19]=[CH:20][C:21]([O:23][C@@H:27]([CH3:28])[C:24]([NH2:25])=[O:26])=[CH:22][C:15]=4[O:14][CH2:13][CH2:12][N:11]3[CH:10]=2)=[N:7][CH:6]=[N:5]1)([CH3:3])[CH3:2]. (6) The yield is 0.300. The catalyst is CS(C)=O.O. The product is [C:24]1([CH:17]([C:18]2[CH:19]=[CH:20][CH:21]=[CH:22][CH:23]=2)[N:10]2[C:11]3[C:16](=[CH:15][CH:14]=[CH:13][CH:12]=3)[C:8]3([C:6]4[CH:7]=[C:2]([B:33]5[O:37][C:36]([CH3:39])([CH3:38])[C:35]([CH3:41])([CH3:40])[O:34]5)[CH:3]=[CH:4][C:5]=4[O:32][CH2:31]3)[C:9]2=[O:30])[CH:29]=[CH:28][CH:27]=[CH:26][CH:25]=1. The reactants are Br[C:2]1[CH:3]=[CH:4][C:5]2[O:32][CH2:31][C:8]3([C:16]4[C:11](=[CH:12][CH:13]=[CH:14][CH:15]=4)[N:10]([CH:17]([C:24]4[CH:29]=[CH:28][CH:27]=[CH:26][CH:25]=4)[C:18]4[CH:23]=[CH:22][CH:21]=[CH:20][CH:19]=4)[C:9]3=[O:30])[C:6]=2[CH:7]=1.[B:33]1([B:33]2[O:37][C:36]([CH3:39])([CH3:38])[C:35]([CH3:41])([CH3:40])[O:34]2)[O:37][C:36]([CH3:39])([CH3:38])[C:35]([CH3:41])([CH3:40])[O:34]1.C([O-])(=O)C.[K+]. (7) The reactants are [H-].[Na+].[Cl:3][C:4]1[CH:5]=[C:6]([CH:8]=[CH:9][C:10]=1[O:11][CH3:12])[NH2:7].[Cl:13][C:14]1[CH:19]=[CH:18][CH:17]=[C:16](Cl)[C:15]=1[N+:21]([O-:23])=[O:22].Cl. The catalyst is C1COCC1.O. The product is [Cl:13][C:14]1[C:15]([N+:21]([O-:23])=[O:22])=[C:16]([CH:17]=[CH:18][CH:19]=1)[NH:7][C:6]1[CH:8]=[CH:9][C:10]([O:11][CH3:12])=[C:4]([Cl:3])[CH:5]=1. The yield is 0.770. (8) The reactants are [NH2:1][C:2]1[CH:7]=[CH:6][C:5]([OH:8])=[C:4]([F:9])[CH:3]=1.CC(C)([O-])C.[K+].Cl[C:17]1[CH:22]=[CH:21][N:20]=[C:19]2[CH:23]=[C:24]([C:26]3[N:31]=[CH:30][C:29]([CH2:32][N:33]([CH2:41][CH2:42][O:43][CH3:44])[C:34](=[O:40])[O:35][C:36]([CH3:39])([CH3:38])[CH3:37])=[CH:28][CH:27]=3)[S:25][C:18]=12.O. The catalyst is CS(C)=O.NC1C=CC(O)=C(F)C=1. The product is [NH2:1][C:2]1[CH:7]=[CH:6][C:5]([O:8][C:17]2[CH:22]=[CH:21][N:20]=[C:19]3[CH:23]=[C:24]([C:26]4[N:31]=[CH:30][C:29]([CH2:32][N:33]([CH2:41][CH2:42][O:43][CH3:44])[C:34](=[O:40])[O:35][C:36]([CH3:37])([CH3:38])[CH3:39])=[CH:28][CH:27]=4)[S:25][C:18]=23)=[C:4]([F:9])[CH:3]=1. The yield is 0.900. (9) The reactants are Cl.[O:2]1[CH:6]=[CH:5][C:4]([C:7](=[NH:9])[NH2:8])=[CH:3]1.[Cl:10][C:11]([SH:14])(Cl)Cl.[OH-].[Na+]. The catalyst is ClCCl.O. The product is [Cl:10][C:11]1[S:14][N:8]=[C:7]([C:4]2[CH:5]=[CH:6][O:2][CH:3]=2)[N:9]=1. The yield is 0.322. (10) The reactants are [Br-].[C:2]([CH2:5][CH2:6][CH2:7][CH2:8][CH2:9][P+](C1C=CC=CC=1)(C1C=CC=CC=1)C1C=CC=CC=1)([OH:4])=[O:3].C[Si]([N-][Si](C)(C)C)(C)C.[Li+].[CH3:39][C@H:40]([CH2:45][CH2:46][CH2:47][CH2:48][CH2:49][CH2:50][CH2:51][CH2:52][O:53][CH:54]1[CH2:59][CH2:58][CH2:57][CH2:56][O:55]1)[CH2:41][CH2:42][CH:43]=O.[NH4+].[Cl-]. The catalyst is C1(C)C=CC=CC=1. The product is [CH3:39][C@H:40]([CH2:45][CH2:46][CH2:47][CH2:48][CH2:49][CH2:50][CH2:51][CH2:52][O:53][CH:54]1[CH2:59][CH2:58][CH2:57][CH2:56][O:55]1)[CH2:41][CH2:42][CH:43]=[CH:9][CH2:8][CH2:7][CH2:6][CH2:5][C:2]([OH:4])=[O:3]. The yield is 0.510.